Dataset: Full USPTO retrosynthesis dataset with 1.9M reactions from patents (1976-2016). Task: Predict the reactants needed to synthesize the given product. (1) The reactants are: [CH3:1][O:2][C:3](=[O:6])[CH2:4]Br.[C:7]([OH:12])(=[O:11])[C:8]([CH3:10])=[CH2:9].C(N(CC)CC)C. Given the product [CH3:9][C:8](=[CH2:10])[C:7]([O:12][CH2:4][C:3]([O:2][CH3:1])=[O:6])=[O:11], predict the reactants needed to synthesize it. (2) Given the product [NH:1]1[C:5]2=[N:6][CH:7]=[CH:8][CH:9]=[C:4]2[C:3]([CH2:24][N:13]2[CH2:12][CH2:11][N:10]([C:16]3[N:23]=[CH:22][CH:21]=[CH:20][C:17]=3[C:18]#[N:19])[CH2:15][CH2:14]2)=[CH:2]1, predict the reactants needed to synthesize it. The reactants are: [NH:1]1[C:5]2=[N:6][CH:7]=[CH:8][CH:9]=[C:4]2[CH:3]=[CH:2]1.[N:10]1([C:16]2[N:23]=[CH:22][CH:21]=[CH:20][C:17]=2[C:18]#[N:19])[CH2:15][CH2:14][NH:13][CH2:12][CH2:11]1.[C:24]([O-])(=O)C.[Na+].C=O. (3) Given the product [ClH:44].[NH2:36][C@@H:20]([CH2:19][C:9]1[CH:10]=[CH:11][C:12]([O:13][C:14]([O:16][CH2:17][CH3:18])=[O:15])=[C:7]([O:6][C:4]([O:3][CH2:1][CH3:2])=[O:5])[CH:8]=1)[C:21]([O:23][C@H:24]([CH3:35])[CH2:25][O:26][C:27]([C:29]1[CH:34]=[CH:33][CH:32]=[CH:31][CH:30]=1)=[O:28])=[O:22], predict the reactants needed to synthesize it. The reactants are: [CH2:1]([O:3][C:4]([O:6][C:7]1[CH:8]=[C:9]([CH2:19][C@H:20]([NH:36]C(OC(C)(C)C)=O)[C:21]([O:23][C@H:24]([CH3:35])[CH2:25][O:26][C:27]([C:29]2[CH:34]=[CH:33][CH:32]=[CH:31][CH:30]=2)=[O:28])=[O:22])[CH:10]=[CH:11][C:12]=1[O:13][C:14]([O:16][CH2:17][CH3:18])=[O:15])=[O:5])[CH3:2].[ClH:44]. (4) The reactants are: [NH:1]1[C:9]2[C:4](=[CH:5][CH:6]=[CH:7][CH:8]=2)[CH2:3][C:2]1=[O:10].[Li+].C[Si]([N-][Si](C)(C)C)(C)C.[CH3:21][N:22]([CH2:24][CH:25]1[C:33]2[C:28](=[CH:29][CH:30]=[CH:31][CH:32]=2)[C:27](=O)[O:26]1)[CH3:23].[Li+].C[Si]([N-][Si](C)(C)C)(C)C.C1COCC1. Given the product [CH3:23][N:22]([CH2:24][CH:25]1[C:33]2[C:28](=[CH:29][CH:30]=[CH:31][CH:32]=2)[C:27](=[C:3]2[C:4]3[C:9](=[CH:8][CH:7]=[CH:6][CH:5]=3)[NH:1][C:2]2=[O:10])[O:26]1)[CH3:21], predict the reactants needed to synthesize it. (5) The reactants are: [Cl:1][C:2]1[NH:6][C:5]2[CH:7]=[CH:8][CH:9]=[C:10]([N+:11]([O-])=O)[C:4]=2[N:3]=1.NC1C2N=C(CO)NC=2C=CC=1. Given the product [Cl:1][C:2]1[NH:6][C:5]2[CH:7]=[CH:8][CH:9]=[C:10]([NH2:11])[C:4]=2[N:3]=1, predict the reactants needed to synthesize it. (6) Given the product [C:1]([O:5][C:6]([NH:8][C@@H:9]([CH2:14][N:15]([CH2:39][CH2:38][CH2:37][CH:36]=[CH2:35])[S:16]([C:19]1[CH:24]=[CH:23][CH:22]=[CH:21][C:20]=1[N+:25]([O-:27])=[O:26])(=[O:18])=[O:17])[C:10]([O:12][CH3:13])=[O:11])=[O:7])([CH3:4])([CH3:2])[CH3:3], predict the reactants needed to synthesize it. The reactants are: [C:1]([O:5][C:6]([NH:8][C@@H:9]([CH2:14][NH:15][S:16]([C:19]1[CH:24]=[CH:23][CH:22]=[CH:21][C:20]=1[N+:25]([O-:27])=[O:26])(=[O:18])=[O:17])[C:10]([O:12][CH3:13])=[O:11])=[O:7])([CH3:4])([CH3:3])[CH3:2].C(=O)([O-])[O-].[K+].[K+].Br[CH2:35][CH2:36][CH2:37][CH:38]=[CH2:39].